Regression. Given two drug SMILES strings and cell line genomic features, predict the synergy score measuring deviation from expected non-interaction effect. From a dataset of NCI-60 drug combinations with 297,098 pairs across 59 cell lines. (1) Drug 1: CN1CCC(CC1)COC2=C(C=C3C(=C2)N=CN=C3NC4=C(C=C(C=C4)Br)F)OC. Drug 2: CC1=CC=C(C=C1)C2=CC(=NN2C3=CC=C(C=C3)S(=O)(=O)N)C(F)(F)F. Cell line: SK-OV-3. Synergy scores: CSS=15.8, Synergy_ZIP=-7.47, Synergy_Bliss=-0.911, Synergy_Loewe=-14.2, Synergy_HSA=-0.920. (2) Drug 1: CC12CCC3C(C1CCC2O)C(CC4=C3C=CC(=C4)O)CCCCCCCCCS(=O)CCCC(C(F)(F)F)(F)F. Drug 2: CCN(CC)CCCC(C)NC1=C2C=C(C=CC2=NC3=C1C=CC(=C3)Cl)OC. Cell line: HL-60(TB). Synergy scores: CSS=5.45, Synergy_ZIP=-3.79, Synergy_Bliss=-2.89, Synergy_Loewe=-2.09, Synergy_HSA=-1.82. (3) Drug 1: CN(C)N=NC1=C(NC=N1)C(=O)N. Drug 2: C1=CN(C=N1)CC(O)(P(=O)(O)O)P(=O)(O)O. Cell line: RXF 393. Synergy scores: CSS=9.26, Synergy_ZIP=-3.25, Synergy_Bliss=-2.77, Synergy_Loewe=-7.09, Synergy_HSA=-2.06. (4) Drug 1: CC1=C(C=C(C=C1)C(=O)NC2=CC(=CC(=C2)C(F)(F)F)N3C=C(N=C3)C)NC4=NC=CC(=N4)C5=CN=CC=C5. Drug 2: CC1CCC2CC(C(=CC=CC=CC(CC(C(=O)C(C(C(=CC(C(=O)CC(OC(=O)C3CCCCN3C(=O)C(=O)C1(O2)O)C(C)CC4CCC(C(C4)OC)OCCO)C)C)O)OC)C)C)C)OC. Cell line: 786-0. Synergy scores: CSS=-9.14, Synergy_ZIP=8.12, Synergy_Bliss=5.68, Synergy_Loewe=-8.32, Synergy_HSA=-7.72. (5) Drug 1: C1=CC(=CC=C1CCC2=CNC3=C2C(=O)NC(=N3)N)C(=O)NC(CCC(=O)O)C(=O)O. Drug 2: C1=NC2=C(N=C(N=C2N1C3C(C(C(O3)CO)O)F)Cl)N. Cell line: T-47D. Synergy scores: CSS=1.58, Synergy_ZIP=-0.592, Synergy_Bliss=-0.173, Synergy_Loewe=-0.0615, Synergy_HSA=0.300. (6) Synergy scores: CSS=5.85, Synergy_ZIP=-5.05, Synergy_Bliss=-1.85, Synergy_Loewe=-7.82, Synergy_HSA=-1.50. Drug 2: N.N.Cl[Pt+2]Cl. Cell line: SF-295. Drug 1: C1=CC(=CC=C1CC(C(=O)O)N)N(CCCl)CCCl.Cl. (7) Drug 1: CC1=CC2C(CCC3(C2CCC3(C(=O)C)OC(=O)C)C)C4(C1=CC(=O)CC4)C. Drug 2: C1=CC=C(C(=C1)C(C2=CC=C(C=C2)Cl)C(Cl)Cl)Cl. Cell line: NCI-H226. Synergy scores: CSS=-1.87, Synergy_ZIP=2.72, Synergy_Bliss=2.27, Synergy_Loewe=-3.27, Synergy_HSA=-3.50.